From a dataset of Catalyst prediction with 721,799 reactions and 888 catalyst types from USPTO. Predict which catalyst facilitates the given reaction. (1) Reactant: Cl[CH:2]([C:22]1[CH:27]=[CH:26][CH:25]=[CH:24][CH:23]=1)[C:3]([C:5]1[C:13]2[C:8](=[CH:9][CH:10]=[CH:11][CH:12]=2)[N:7]([S:14]([CH:17]2[CH2:21][CH2:20][O:19][CH2:18]2)(=[O:16])=[O:15])[CH:6]=1)=[O:4].[CH3:28][O:29][C:30]1[CH:35]=[CH:34][CH:33]=[C:32]([NH2:36])[CH:31]=1. Product: [CH3:28][O:29][C:30]1[CH:31]=[C:32]([NH:36][CH:2]([C:22]2[CH:27]=[CH:26][CH:25]=[CH:24][CH:23]=2)[C:3]([C:5]2[C:13]3[C:8](=[CH:9][CH:10]=[CH:11][CH:12]=3)[N:7]([S:14]([CH:17]3[CH2:21][CH2:20][O:19][CH2:18]3)(=[O:16])=[O:15])[CH:6]=2)=[O:4])[CH:33]=[CH:34][CH:35]=1. The catalyst class is: 10. (2) Reactant: [C:1]([O:7][CH3:8])(=[O:6])[C:2]([O:4]C)=O.[F:9][C:10]1[CH:15]=[CH:14][C:13]([C:16](=[O:18])[CH3:17])=[CH:12][CH:11]=1.C[O-].[Na+].Cl. Product: [F:9][C:10]1[CH:15]=[CH:14][C:13]([C:16](=[O:18])[CH2:17][C:2](=[O:4])[C:1]([O:7][CH3:8])=[O:6])=[CH:12][CH:11]=1. The catalyst class is: 5. (3) Reactant: [CH:1]1([NH:4][CH:5]2[C:14]3[N:13]=[CH:12][CH:11]=[CH:10][C:9]=3[CH2:8][CH2:7][CH2:6]2)[CH2:3][CH2:2]1.C(O)(=O)C.[CH3:19][N:20]1[CH2:25][CH2:24][N:23]([C:26]2[C:34]3[N:33]=[C:32]([CH:35]=O)[NH:31][C:30]=3[CH:29]=[CH:28][CH:27]=2)[CH2:22][CH2:21]1.C(O[BH-](OC(=O)C)OC(=O)C)(=O)C.[Na+].C([O-])(O)=O.[Na+]. Product: [CH:1]1([N:4]([CH2:35][C:32]2[NH:31][C:30]3[CH:29]=[CH:28][CH:27]=[C:26]([N:23]4[CH2:22][CH2:21][N:20]([CH3:19])[CH2:25][CH2:24]4)[C:34]=3[N:33]=2)[CH:5]2[C:14]3[N:13]=[CH:12][CH:11]=[CH:10][C:9]=3[CH2:8][CH2:7][CH2:6]2)[CH2:2][CH2:3]1. The catalyst class is: 68. (4) Reactant: O=C1C2NC(C(OC)=O)=CC=2CC1.[Br:14][C:15]1[CH:16]=[C:17]([Mg:21][Br:22])[CH:18]=[CH:19][CH:20]=1.[Br:23][C:24]1[CH:25]=[C:26]([C:30]2(O)[C:34]3[NH:35][C:36]([C:38]([O:40][CH3:41])=[O:39])=[CH:37][C:33]=3[CH2:32][CH2:31]2)[CH:27]=[CH:28][CH:29]=1.[Mg].BrC1C=CC=C(Br)C=1.C1(CC2C3C=C(C(O)=O)NC=3CC2)CCCCC1. Product: [Br:23][C:24]1[CH:25]=[C:26]([CH:30]2[C:34]3[NH:35][C:36]([C:38]([O:40][CH3:41])=[O:39])=[CH:37][C:33]=3[CH2:32][CH2:31]2)[CH:27]=[CH:28][CH:29]=1.[Br:14][C:15]1[CH:16]=[C:17]([Mg:21][Br:22])[CH:18]=[CH:19][CH:20]=1. The catalyst class is: 36. (5) Reactant: [F:1][C:2]1[CH:16]=[CH:15][C:5]([O:6][CH:7]2[CH2:10][N:9]([CH2:11][CH2:12][CH2:13][NH2:14])[CH2:8]2)=[CH:4][CH:3]=1.[F:17][C:18]1[CH:19]=[C:20]([N:25]=[C:26]=[O:27])[CH:21]=[CH:22][C:23]=1[F:24]. Product: [F:17][C:18]1[CH:19]=[C:20]([NH:25][C:26]([NH:14][CH2:13][CH2:12][CH2:11][N:9]2[CH2:10][CH:7]([O:6][C:5]3[CH:4]=[CH:3][C:2]([F:1])=[CH:16][CH:15]=3)[CH2:8]2)=[O:27])[CH:21]=[CH:22][C:23]=1[F:24]. The catalyst class is: 4.